Task: Predict the reactants needed to synthesize the given product.. Dataset: Full USPTO retrosynthesis dataset with 1.9M reactions from patents (1976-2016) (1) Given the product [N:6]1([CH2:5][CH2:4][CH2:3][SH:14])[CH2:11][CH2:10][CH2:9][CH2:8][CH2:7]1, predict the reactants needed to synthesize it. The reactants are: Cl.Cl[CH2:3][CH2:4][CH2:5][N:6]1[CH2:11][CH2:10][CH2:9][CH2:8][CH2:7]1.NC(N)=[S:14].[OH-].[Na+]. (2) Given the product [CH3:54][NH:56][C:3]([C:5]1[C:9]2[CH:10]=[C:11]([O:14][CH3:15])[CH:12]=[CH:13][C:8]=2[O:7][C:6]=1[C:16]1[CH:21]=[CH:20][C:19]([F:22])=[CH:18][CH:17]=1)=[O:2], predict the reactants needed to synthesize it. The reactants are: C[O:2][C:3]([C:5]1[C:9]2[CH:10]=[C:11]([O:14][CH3:15])[CH:12]=[CH:13][C:8]=2[O:7][C:6]=1[C:16]1[CH:21]=[CH:20][C:19]([F:22])=[CH:18][CH:17]=1)=O.C(OC(C1C2C=C(OC)C=CC=2OC=1C1C=CC(F)=CC=1)=O)C.CI.C(=O)([O-])[O-].[K+].[K+].[C:54](#[N:56])C. (3) Given the product [O:34]([CH2:5][CH2:6][CH2:1][CH2:7][N:8]1[C:18](=[O:19])[C:17]2[C:12](=[CH:13][CH:14]=[CH:15][CH:16]=2)[S:9]1(=[O:10])=[O:11])[C:35]1[CH:40]=[CH:39][CH:38]=[CH:37][CH:36]=1, predict the reactants needed to synthesize it. The reactants are: [C:1]1([CH2:7][N:8]2[C:18](=[O:19])[C:17]3[C:12](=[CH:13][CH:14]=[CH:15][CH:16]=3)[S:9]2(=[O:11])=[O:10])[CH:6]=[CH:5]C=CC=1.S1(C2C(=CC=CC=2)C(=O)N1)(=O)=O.[H-].[Na+].[O:34](CCCCBr)[C:35]1[CH:40]=[CH:39][CH:38]=[CH:37][CH:36]=1. (4) Given the product [CH3:5][O:4][N:3]([CH3:2])[C:6](=[O:14])[C:7]1[CH:12]=[CH:11][CH:10]=[CH:9][CH:8]=1, predict the reactants needed to synthesize it. The reactants are: Cl.[CH3:2][NH:3][O:4][CH3:5].[C:6]([OH:14])(=O)[C:7]1[CH:12]=[CH:11][CH:10]=[CH:9][CH:8]=1.CCN=C=NCCCN(C)C.Cl.CN1CCOCC1. (5) Given the product [C:39]([C:28]1[C:25]2[CH2:26][CH2:27][N:22]([C:19]3[CH:20]=[CH:21][C:16]([C:15]([N:13]([CH3:14])[CH3:12])=[N:43][S:44]([CH3:47])(=[O:46])=[O:45])=[CH:17][CH:18]=3)[C:23](=[O:42])[C:24]=2[N:30]([C:31]2[CH:32]=[CH:33][C:34]([O:37][CH3:38])=[CH:35][CH:36]=2)[N:29]=1)#[N:41], predict the reactants needed to synthesize it. The reactants are: CN(C)C=O.C(Cl)(=O)C(Cl)=O.[CH3:12][N:13]([C:15](=[N:43][S:44]([CH3:47])(=[O:46])=[O:45])[C:16]1[CH:21]=[CH:20][C:19]([N:22]2[CH2:27][CH2:26][C:25]3[C:28]([C:39]([NH2:41])=O)=[N:29][N:30]([C:31]4[CH:36]=[CH:35][C:34]([O:37][CH3:38])=[CH:33][CH:32]=4)[C:24]=3[C:23]2=[O:42])=[CH:18][CH:17]=1)[CH3:14].N1C=CC=CC=1. (6) Given the product [CH3:11][N:12]1[CH2:17][CH2:16][N:15]([C:2]2[N:6]([CH3:7])[N:5]=[CH:4][C:3]=2[N+:8]([O-:10])=[O:9])[CH2:14][CH2:13]1, predict the reactants needed to synthesize it. The reactants are: Cl[C:2]1[N:6]([CH3:7])[N:5]=[CH:4][C:3]=1[N+:8]([O-:10])=[O:9].[CH3:11][N:12]1[CH2:17][CH2:16][NH:15][CH2:14][CH2:13]1. (7) The reactants are: [CH2:1]([O:8][CH2:9][CH2:10][CH2:11][C@@H:12]1[CH2:16][CH2:15][N:14]([C:17]2[CH:18]=[N:19][CH:20]=[C:21]([O:23][CH2:24][C@@H:25]3[CH2:29][CH2:28][CH2:27][N:26]3C(OC(C)(C)C)=O)[CH:22]=2)[CH2:13]1)[C:2]1[CH:7]=[CH:6][CH:5]=[CH:4][CH:3]=1.C(O)(C(F)(F)F)=O. Given the product [CH2:1]([O:8][CH2:9][CH2:10][CH2:11][C@@H:12]1[CH2:16][CH2:15][N:14]([C:17]2[CH:18]=[N:19][CH:20]=[C:21]([O:23][CH2:24][C@@H:25]3[CH2:29][CH2:28][CH2:27][NH:26]3)[CH:22]=2)[CH2:13]1)[C:2]1[CH:3]=[CH:4][CH:5]=[CH:6][CH:7]=1, predict the reactants needed to synthesize it.